This data is from Catalyst prediction with 721,799 reactions and 888 catalyst types from USPTO. The task is: Predict which catalyst facilitates the given reaction. Reactant: [N+:1]([C:4]1[CH:9]=[C:8]([C:10]([F:13])([F:12])[F:11])[CH:7]=[C:6]([N+]([O-])=O)[CH:5]=1)([O-:3])=[O:2].[CH3:17][O-:18].[Na+]. Product: [CH3:17][O:18][C:6]1[CH:7]=[C:8]([C:10]([F:13])([F:12])[F:11])[CH:9]=[C:4]([N+:1]([O-:3])=[O:2])[CH:5]=1. The catalyst class is: 5.